Dataset: Forward reaction prediction with 1.9M reactions from USPTO patents (1976-2016). Task: Predict the product of the given reaction. The product is: [F:14][C:15]1[CH:22]=[C:21]([O:7][CH2:6][C:5]2[CH:8]=[CH:9][C:2]([Cl:1])=[C:3]([C:10]([F:11])([F:12])[F:13])[CH:4]=2)[C:20]([F:24])=[CH:19][C:16]=1[C:17]#[N:18]. Given the reactants [Cl:1][C:2]1[CH:9]=[CH:8][C:5]([CH2:6][OH:7])=[CH:4][C:3]=1[C:10]([F:13])([F:12])[F:11].[F:14][C:15]1[CH:22]=[C:21](F)[C:20]([F:24])=[CH:19][C:16]=1[C:17]#[N:18].C(=O)([O-])[O-].[K+].[K+], predict the reaction product.